This data is from Full USPTO retrosynthesis dataset with 1.9M reactions from patents (1976-2016). The task is: Predict the reactants needed to synthesize the given product. (1) Given the product [NH2:27][C:24]1[CH:25]=[CH:26][C:21]([C:20]([N:17]2[CH2:18][CH2:19][N:14]([CH2:13][C:9]3[CH:8]=[C:7]([CH:12]=[CH:11][CH:10]=3)[C:6]([NH:5][C:1]([CH3:4])([CH3:3])[CH3:2])=[O:32])[CH2:15][CH2:16]2)=[O:31])=[C:22]([F:30])[CH:23]=1, predict the reactants needed to synthesize it. The reactants are: [C:1]([NH:5][C:6](=[O:32])[C:7]1[CH:12]=[CH:11][CH:10]=[C:9]([CH2:13][N:14]2[CH2:19][CH2:18][N:17]([C:20](=[O:31])[C:21]3[CH:26]=[CH:25][C:24]([N+:27]([O-])=O)=[CH:23][C:22]=3[F:30])[CH2:16][CH2:15]2)[CH:8]=1)([CH3:4])([CH3:3])[CH3:2].Cl. (2) Given the product [OH:15][C:16]1[C:17]([CH3:22])=[CH:18][N:3]2[N:4]=[CH:5][C:6]([C:7]([O:9][C:10]([CH3:13])([CH3:12])[CH3:11])=[O:8])=[C:2]2[N:1]=1, predict the reactants needed to synthesize it. The reactants are: [NH2:1][C:2]1[C:6]([C:7]([O:9][C:10]([CH3:13])([CH3:12])[CH3:11])=[O:8])=[CH:5][NH:4][N:3]=1.C[O:15][CH:16](OC)[CH:17]([CH3:22])[C:18](OC)=O.C(=O)([O-])[O-].[Cs+].[Cs+].C(O)(=O)C.